The task is: Predict the product of the given reaction.. This data is from Forward reaction prediction with 1.9M reactions from USPTO patents (1976-2016). Given the reactants Cl[CH2:2][C:3]1[CH:7]=[C:6]([CH3:8])[O:5][N:4]=1.C([O-])([O-])=O.[K+].[K+].[F:15][C:16]1[CH:17]=[C:18]([N:22]2[C@@:26]3([CH2:31][CH2:30][N:29]([CH2:32][C:33]4[CH:38]=[CH:37][CH:36]=[C:35]([O:39][CH:40]([CH3:42])[CH3:41])[CH:34]=4)[C@@H:28]([CH3:43])[CH2:27]3)[C:25](=[O:44])[NH:24][C:23]2=[O:45])[CH:19]=[CH:20][CH:21]=1, predict the reaction product. The product is: [F:15][C:16]1[CH:17]=[C:18]([N:22]2[C@@:26]3([CH2:31][CH2:30][N:29]([CH2:32][C:33]4[CH:38]=[CH:37][CH:36]=[C:35]([O:39][CH:40]([CH3:41])[CH3:42])[CH:34]=4)[C@@H:28]([CH3:43])[CH2:27]3)[C:25](=[O:44])[N:24]([CH2:2][C:3]3[CH:7]=[C:6]([CH3:8])[O:5][N:4]=3)[C:23]2=[O:45])[CH:19]=[CH:20][CH:21]=1.